Dataset: Forward reaction prediction with 1.9M reactions from USPTO patents (1976-2016). Task: Predict the product of the given reaction. (1) Given the reactants [F:1][C:2]([F:34])([F:33])[C:3]1[CH:4]=[C:5]([C@H:13]([O:16][C@H:17]2[CH2:25][CH2:24][C@H:23]3[C@@H:19]([CH2:20][NH:21][CH2:22]3)[C@@H:18]2[C:26]2[CH:31]=[CH:30][CH:29]=[CH:28][C:27]=2[CH3:32])[CH2:14][OH:15])[CH:6]=[C:7]([C:9]([F:12])([F:11])[F:10])[CH:8]=1.[C:35](Cl)(=[O:39])[CH:36]([CH3:38])[CH3:37].C(N(CC)CC)C, predict the reaction product. The product is: [F:10][C:9]([F:12])([F:11])[C:7]1[CH:6]=[C:5]([C@H:13]([O:16][C@H:17]2[CH2:25][CH2:24][C@H:23]3[C@@H:19]([CH2:20][N:21]([C:35](=[O:39])[CH:36]([CH3:38])[CH3:37])[CH2:22]3)[C@@H:18]2[C:26]2[CH:31]=[CH:30][CH:29]=[CH:28][C:27]=2[CH3:32])[CH2:14][OH:15])[CH:4]=[C:3]([C:2]([F:33])([F:1])[F:34])[CH:8]=1. (2) Given the reactants [C:1]1([C:7]2[O:8][C:9]([C:15]([F:18])([F:17])[F:16])=[C:10]([C:12]([OH:14])=O)[N:11]=2)[CH:6]=[CH:5][CH:4]=[CH:3][CH:2]=1.[NH2:19][C:20]1[CH:21]=[CH:22][C:23]([NH:26][C:27]([CH3:31])([CH3:30])[CH2:28][OH:29])=[N:24][CH:25]=1, predict the reaction product. The product is: [OH:29][CH2:28][C:27]([NH:26][C:23]1[N:24]=[CH:25][C:20]([NH:19][C:12]([C:10]2[N:11]=[C:7]([C:1]3[CH:2]=[CH:3][CH:4]=[CH:5][CH:6]=3)[O:8][C:9]=2[C:15]([F:18])([F:17])[F:16])=[O:14])=[CH:21][CH:22]=1)([CH3:30])[CH3:31]. (3) Given the reactants [ClH:1].[NH2:2][C:3]1[N:8]=[CH:7][C:6](/[CH:9]=[CH:10]/[C:11]([OH:13])=O)=[CH:5][C:4]=1[CH2:14][N:15]1[CH2:20][CH2:19][N:18]([CH3:21])[CH2:17][CH2:16]1.Cl.CN1CC2C=C(/C=C/C(O)=O)C=NC=2NC(=O)C1.[CH3:41][NH:42][CH2:43][C:44]1[S:48][C:47]2[CH:49]=[CH:50][CH:51]=[CH:52][C:46]=2[C:45]=1[CH3:53].CNCC1C=CC2C(=CC=CC=2)C=1CCC, predict the reaction product. The product is: [ClH:1].[NH2:2][C:3]1[N:8]=[CH:7][C:6](/[CH:9]=[CH:10]/[C:11]([N:42]([CH3:41])[CH2:43][C:44]2[S:48][C:47]3[CH:49]=[CH:50][CH:51]=[CH:52][C:46]=3[C:45]=2[CH3:53])=[O:13])=[CH:5][C:4]=1[CH2:14][N:15]1[CH2:20][CH2:19][N:18]([CH3:21])[CH2:17][CH2:16]1. (4) Given the reactants IC.[CH2:3]([NH:10][CH2:11][C:12]([C:15]1[CH:20]=[CH:19][C:18]([NH:21][C:22](=[O:33])[C:23]2[CH:28]=[CH:27][C:26]([O:29][CH3:30])=[C:25]([O:31][CH3:32])[CH:24]=2)=[CH:17][CH:16]=1)([CH3:14])[CH3:13])[C:4]1[CH:9]=[CH:8][CH:7]=[CH:6][CH:5]=1.[C:34]([O-])(O)=O.[Na+], predict the reaction product. The product is: [CH2:3]([N:10]([CH3:34])[CH2:11][C:12]([C:15]1[CH:20]=[CH:19][C:18]([NH:21][C:22](=[O:33])[C:23]2[CH:28]=[CH:27][C:26]([O:29][CH3:30])=[C:25]([O:31][CH3:32])[CH:24]=2)=[CH:17][CH:16]=1)([CH3:14])[CH3:13])[C:4]1[CH:9]=[CH:8][CH:7]=[CH:6][CH:5]=1. (5) Given the reactants [Cl:1][C:2]1[CH:26]=[CH:25][C:5]([NH:6][C:7]2[C:16]3[C:11](=[CH:12][C:13]([O:19][CH2:20][CH2:21][CH2:22][S:23][CH3:24])=[C:14]([O:17][CH3:18])[CH:15]=3)[N:10]=[CH:9][N:8]=2)=[C:4]([F:27])[CH:3]=1.[OH:28]OS([O-])=O.[K+], predict the reaction product. The product is: [Cl:1][C:2]1[CH:26]=[CH:25][C:5]([NH:6][C:7]2[C:16]3[C:11](=[CH:12][C:13]([O:19][CH2:20][CH2:21][CH2:22][S:23]([CH3:24])=[O:28])=[C:14]([O:17][CH3:18])[CH:15]=3)[N:10]=[CH:9][N:8]=2)=[C:4]([F:27])[CH:3]=1. (6) Given the reactants F[C:2]1[CH:10]=[CH:9][C:8]([S:11]([CH3:14])(=[O:13])=[O:12])=[CH:7][C:3]=1[C:4]([OH:6])=[O:5].[CH3:15][C@H:16]([OH:19])[CH2:17][CH3:18], predict the reaction product. The product is: [C@@H:16]([O:19][C:2]1[CH:10]=[CH:9][C:8]([S:11]([CH3:14])(=[O:13])=[O:12])=[CH:7][C:3]=1[C:4]([OH:6])=[O:5])([CH2:17][CH3:18])[CH3:15]. (7) Given the reactants [N+:1]([C:4]1[CH:13]=[C:12]2[C:7]([CH2:8][CH2:9][CH2:10][NH:11]2)=[CH:6][CH:5]=1)([O-:3])=[O:2].ClC1C(=O)C(C#N)=C(C#N)C(=O)C=1Cl, predict the reaction product. The product is: [N+:1]([C:4]1[CH:13]=[C:12]2[C:7]([CH:8]=[CH:9][CH:10]=[N:11]2)=[CH:6][CH:5]=1)([O-:3])=[O:2]. (8) Given the reactants C[O:2][C:3]1[CH:4]=[C:5]2[C:10](=[C:11]3[CH2:15][C:14]([CH3:17])([CH3:16])[O:13][C:12]=13)[C:9]([C:18]1[CH:19]=[C:20]([CH:24]=[CH:25][CH:26]=1)[C:21]([OH:23])=[O:22])=[N:8][C:7]([CH3:28])([CH3:27])[CH2:6]2.[BrH:29], predict the reaction product. The product is: [BrH:29].[OH:2][C:3]1[CH:4]=[C:5]2[C:10](=[C:11]3[CH2:15][C:14]([CH3:17])([CH3:16])[O:13][C:12]=13)[C:9]([C:18]1[CH:19]=[C:20]([CH:24]=[CH:25][CH:26]=1)[C:21]([OH:23])=[O:22])=[N:8][C:7]([CH3:28])([CH3:27])[CH2:6]2. (9) Given the reactants [Cl:1][CH2:2][CH2:3][O:4][C:5]1[CH:10]=[CH:9][C:8]([CH2:11][C:12]([NH2:14])=[O:13])=[CH:7][CH:6]=1.[N+:15]([O-])([OH:17])=[O:16], predict the reaction product. The product is: [N+:15]([C:9]1[CH:10]=[C:5]([O:4][CH2:3][CH2:2][Cl:1])[CH:6]=[CH:7][C:8]=1[CH2:11][C:12]([NH2:14])=[O:13])([O-:17])=[O:16].